This data is from Forward reaction prediction with 1.9M reactions from USPTO patents (1976-2016). The task is: Predict the product of the given reaction. Given the reactants [CH:1]([NH:4][CH:5]1[CH2:10][CH2:9][N:8]([C:11]([O:13][C:14]([CH3:17])([CH3:16])[CH3:15])=[O:12])[CH2:7][CH2:6]1)([CH3:3])[CH3:2].CCN(CC)CC.[C:25](Cl)(=[O:27])[CH3:26], predict the reaction product. The product is: [CH:1]([N:4]([CH:5]1[CH2:6][CH2:7][N:8]([C:11]([O:13][C:14]([CH3:15])([CH3:17])[CH3:16])=[O:12])[CH2:9][CH2:10]1)[C:25](=[O:27])[CH3:26])([CH3:3])[CH3:2].